This data is from Reaction yield outcomes from USPTO patents with 853,638 reactions. The task is: Predict the reaction yield, written as a fraction of the theoretical maximum amount of product (1.0 means a 100% yield; for example, 0.34 means a 34% yield). (1) The reactants are Cl[CH2:2][CH2:3][O:4][C:5]1[CH:6]=[N:7][C:8]([N:11]2[CH2:16][CH2:15][O:14][C@H:13]([CH2:17][N:18]3[C:22]4=[N:23][C:24]([C:27]5[CH:28]=[N:29][N:30]([CH3:32])[CH:31]=5)=[CH:25][N:26]=[C:21]4[N:20]=[N:19]3)[CH2:12]2)=[N:9][CH:10]=1.[CH3:33][N:34]1[CH2:39][CH2:38][NH:37][CH2:36][CH2:35]1. The catalyst is CN(C=O)C. The product is [CH3:32][N:30]1[CH:31]=[C:27]([C:24]2[N:23]=[C:22]3[N:18]([CH2:17][C@H:13]4[O:14][CH2:15][CH2:16][N:11]([C:8]5[N:7]=[CH:6][C:5]([O:4][CH2:3][CH2:2][N:37]6[CH2:38][CH2:39][N:34]([CH3:33])[CH2:35][CH2:36]6)=[CH:10][N:9]=5)[CH2:12]4)[N:19]=[N:20][C:21]3=[N:26][CH:25]=2)[CH:28]=[N:29]1. The yield is 0.760. (2) The reactants are Br[C:2]1[CH:7]=[CH:6][C:5]([C:8]2[N:17]=[C:16]([NH:18][C:19]3[NH:20][N:21]=[C:22]([CH3:24])[CH:23]=3)[C:15]3[C:10](=[CH:11][CH:12]=[CH:13][CH:14]=3)[N:9]=2)=[CH:4][CH:3]=1.[C:25]1(B(O)O)[CH:30]=[CH:29][CH:28]=[CH:27][CH:26]=1.C([O-])([O-])=O.[Na+].[Na+].C1(P(C2C=CC=CC=2)C2C=CC=CC=2)C=CC=CC=1. The catalyst is C1COCC1.O.C([O-])(=O)C.[Pd+2].C([O-])(=O)C. The product is [C:2]1([C:25]2[CH:30]=[CH:29][CH:28]=[CH:27][CH:26]=2)[CH:7]=[CH:6][C:5]([C:8]2[N:17]=[C:16]([NH:18][C:19]3[NH:20][N:21]=[C:22]([CH3:24])[CH:23]=3)[C:15]3[C:10](=[CH:11][CH:12]=[CH:13][CH:14]=3)[N:9]=2)=[CH:4][CH:3]=1. The yield is 0.510. (3) The reactants are [Cl:1][C:2]1[CH:7]=[C:6]([NH:8][CH2:9][CH:10]2[CH2:15][CH2:14][N:13]([C:16]([O:18][C:19]([CH3:22])([CH3:21])[CH3:20])=[O:17])[CH2:12][CH2:11]2)[C:5](I)=[CH:4][N:3]=1.C(=O)([O-])[O-].[Na+].[Na+].[C:30]1(B(O)O)[CH:35]=[CH:34][CH:33]=[CH:32][CH:31]=1. The yield is 0.980. The catalyst is C(#N)C.[Pd].C1(P(C2C=CC=CC=2)C2C=CC=CC=2)C=CC=CC=1.C1(P(C2C=CC=CC=2)C2C=CC=CC=2)C=CC=CC=1.C1(P(C2C=CC=CC=2)C2C=CC=CC=2)C=CC=CC=1.C1(P(C2C=CC=CC=2)C2C=CC=CC=2)C=CC=CC=1. The product is [Cl:1][C:2]1[CH:7]=[C:6]([NH:8][CH2:9][CH:10]2[CH2:15][CH2:14][N:13]([C:16]([O:18][C:19]([CH3:22])([CH3:21])[CH3:20])=[O:17])[CH2:12][CH2:11]2)[C:5]([C:30]2[CH:35]=[CH:34][CH:33]=[CH:32][CH:31]=2)=[CH:4][N:3]=1. (4) The reactants are [NH2:1][C:2]1[N:3]=[C:4]2[CH:9]=[CH:8][C:7]([O:10][C:11]3[CH:12]=[C:13]([NH:17][C:18](=[O:29])[C:19]4[CH:24]=[CH:23][CH:22]=[C:21]([C:25]([F:28])([F:27])[F:26])[CH:20]=4)[CH:14]=[CH:15][CH:16]=3)=[N:6][N:5]2[CH:30]=1.CC1(C)C2C=CC=C(P(C3C=CC=CC=3)C3C=CC=CC=3)C=2OC2C1=CC=CC=2P(C1C=CC=CC=1)C1C=CC=CC=1.CC(C)([O-])C.[Na+].Br[C:80]1[S:81][CH:82]=[CH:83][N:84]=1. The catalyst is C1C=CC(/C=C/C(/C=C/C2C=CC=CC=2)=O)=CC=1.C1C=CC(/C=C/C(/C=C/C2C=CC=CC=2)=O)=CC=1.C1C=CC(/C=C/C(/C=C/C2C=CC=CC=2)=O)=CC=1.[Pd].[Pd].C(OCC)(=O)C.CN(C)C(=O)C. The product is [S:81]1[CH:82]=[CH:83][N:84]=[C:80]1[NH:1][C:2]1[N:3]=[C:4]2[CH:9]=[CH:8][C:7]([O:10][C:11]3[CH:12]=[C:13]([NH:17][C:18](=[O:29])[C:19]4[CH:24]=[CH:23][CH:22]=[C:21]([C:25]([F:28])([F:27])[F:26])[CH:20]=4)[CH:14]=[CH:15][CH:16]=3)=[N:6][N:5]2[CH:30]=1. The yield is 0.0500. (5) The product is [C:23]([C:20]([C:16]1[CH:15]=[C:14]([CH:19]=[CH:18][CH:17]=1)[C:13]([NH:12][C:7]1[CH:8]=[CH:9][C:10]([CH3:11])=[C:5]([C:3](=[O:4])[CH2:2][S:54][C:41]([C:35]2[CH:40]=[CH:39][CH:38]=[CH:37][CH:36]=2)([C:48]2[CH:49]=[CH:50][CH:51]=[CH:52][CH:53]=2)[C:42]2[CH:43]=[CH:44][CH:45]=[CH:46][CH:47]=2)[CH:6]=1)=[O:25])([CH3:22])[CH3:21])#[N:24]. The yield is 0.709. The catalyst is CN(C=O)C. The reactants are Br[CH2:2][C:3]([C:5]1[CH:6]=[C:7]([NH:12][C:13](=[O:25])[C:14]2[CH:19]=[CH:18][CH:17]=[C:16]([C:20]([C:23]#[N:24])([CH3:22])[CH3:21])[CH:15]=2)[CH:8]=[CH:9][C:10]=1[CH3:11])=[O:4].CCN(C(C)C)C(C)C.[C:35]1([C:41]([SH:54])([C:48]2[CH:53]=[CH:52][CH:51]=[CH:50][CH:49]=2)[C:42]2[CH:47]=[CH:46][CH:45]=[CH:44][CH:43]=2)[CH:40]=[CH:39][CH:38]=[CH:37][CH:36]=1. (6) The reactants are Br[C:2]1[CH:23]=[CH:22][C:5]([C:6]([NH:8][S:9]([C:12]2[CH:17]=[CH:16][CH:15]=[CH:14][C:13]=2[S:18](=[O:21])(=[O:20])[NH2:19])(=[O:11])=[O:10])=[O:7])=[CH:4][C:3]=1[O:24][CH2:25][CH:26]1[CH2:28][CH2:27]1.[CH3:29][CH:30]([CH3:33])[C:31]#[CH:32]. No catalyst specified. The product is [CH:26]1([CH2:25][O:24][C:3]2[CH:4]=[C:5]([CH:22]=[CH:23][C:2]=2[C:32]#[C:31][CH:30]([CH3:33])[CH3:29])[C:6]([NH:8][S:9]([C:12]2[CH:17]=[CH:16][CH:15]=[CH:14][C:13]=2[S:18](=[O:21])(=[O:20])[NH2:19])(=[O:11])=[O:10])=[O:7])[CH2:28][CH2:27]1. The yield is 0.270. (7) The reactants are [Br:1][C:2]1[CH:3]=[C:4]([CH2:8][N:9]2C(=O)C3C(=CC=CC=3)C2=O)[CH:5]=[N:6][CH:7]=1.O.NN. The catalyst is CCO. The product is [Br:1][C:2]1[CH:3]=[C:4]([CH2:8][NH2:9])[CH:5]=[N:6][CH:7]=1. The yield is 0.977.